This data is from Peptide-MHC class II binding affinity with 134,281 pairs from IEDB. The task is: Regression. Given a peptide amino acid sequence and an MHC pseudo amino acid sequence, predict their binding affinity value. This is MHC class II binding data. (1) The peptide sequence is SAGRSRRSRRAIDLP. The MHC is DRB3_0101 with pseudo-sequence DRB3_0101. The binding affinity (normalized) is 0. (2) The peptide sequence is GELQIVDWIDAAFKI. The MHC is DRB1_0802 with pseudo-sequence DRB1_0802. The binding affinity (normalized) is 0.362.